Dataset: Reaction yield outcomes from USPTO patents with 853,638 reactions. Task: Predict the reaction yield, written as a fraction of the theoretical maximum amount of product (1.0 means a 100% yield; for example, 0.34 means a 34% yield). (1) The reactants are Br[C:2]1[CH:3]=[C:4]([C:17]([NH:19][CH2:20][C:21]2[C:22](=[O:29])[NH:23][C:24]([CH3:28])=[CH:25][C:26]=2[CH3:27])=[O:18])[C:5]2[CH:10]=[N:9][N:8]([CH:11]3[CH2:16][CH2:15][O:14][CH2:13][CH2:12]3)[C:6]=2[N:7]=1.[CH3:30][C:31]1([CH3:48])[CH2:36][C:35](B2OC(C)(C)C(C)(C)O2)=[CH:34][C:33]([CH3:47])([CH3:46])[NH:32]1.C([O-])([O-])=O.[Na+].[Na+].CCOC(C)=O. The catalyst is O1CCOCC1.C1C=CC([P]([Pd]([P](C2C=CC=CC=2)(C2C=CC=CC=2)C2C=CC=CC=2)([P](C2C=CC=CC=2)(C2C=CC=CC=2)C2C=CC=CC=2)[P](C2C=CC=CC=2)(C2C=CC=CC=2)C2C=CC=CC=2)(C2C=CC=CC=2)C2C=CC=CC=2)=CC=1. The product is [CH3:27][C:26]1[CH:25]=[C:24]([CH3:28])[NH:23][C:22](=[O:29])[C:21]=1[CH2:20][NH:19][C:17]([C:4]1[C:5]2[CH:10]=[N:9][N:8]([CH:11]3[CH2:16][CH2:15][O:14][CH2:13][CH2:12]3)[C:6]=2[N:7]=[C:2]([C:35]2[CH2:34][C:33]([CH3:47])([CH3:46])[NH:32][C:31]([CH3:48])([CH3:30])[CH:36]=2)[CH:3]=1)=[O:18]. The yield is 0.140. (2) The reactants are [C:1]([C@@H:4]1[CH2:8][CH2:7][CH2:6][N:5]1[C:9]1[N:14]=[C:13]([Cl:15])[N:12]=[C:11]([C:16]([O:18]C)=O)[CH:10]=1)(=[O:3])[NH2:2].[NH3:20]. The catalyst is CO. The product is [C:1]([C@@H:4]1[CH2:8][CH2:7][CH2:6][N:5]1[C:9]1[N:14]=[C:13]([Cl:15])[N:12]=[C:11]([C:16]([NH2:20])=[O:18])[CH:10]=1)(=[O:3])[NH2:2]. The yield is 0.760. (3) The reactants are [CH3:1][N:2]1[C:11]2[C:6](=[CH:7][C:8]([C:12]3[CH:13]=[C:14]([O:18][CH2:19][CH2:20][NH:21][S:22]([CH2:25][CH3:26])(=[O:24])=[O:23])[CH:15]=[N:16][CH:17]=3)=[CH:9][CH:10]=2)[CH2:5][CH2:4][C:3]1=[O:27].[H-].[Na+].[CH3:30]I. The catalyst is CN(C=O)C. The product is [CH3:30][N:21]([CH2:20][CH2:19][O:18][C:14]1[CH:15]=[N:16][CH:17]=[C:12]([C:8]2[CH:7]=[C:6]3[C:11](=[CH:10][CH:9]=2)[N:2]([CH3:1])[C:3](=[O:27])[CH2:4][CH2:5]3)[CH:13]=1)[S:22]([CH2:25][CH3:26])(=[O:24])=[O:23]. The yield is 0.800. (4) The reactants are [F:1][C:2]1[CH:7]=[CH:6][C:5]([C:8]([CH3:16])([O:10][CH2:11][C@@H:12]([OH:15])[CH2:13][OH:14])[CH3:9])=[CH:4][CH:3]=1.N1C=CN=C1.[C:22]([Si:26](Cl)([CH3:28])[CH3:27])([CH3:25])([CH3:24])[CH3:23].O. The catalyst is O1CCCC1.CN(C)C1C=CN=CC=1. The product is [C:22]([Si:26]([CH3:28])([CH3:27])[O:14][CH2:13][C@H:12]([OH:15])[CH2:11][O:10][C:8]([C:5]1[CH:4]=[CH:3][C:2]([F:1])=[CH:7][CH:6]=1)([CH3:16])[CH3:9])([CH3:25])([CH3:24])[CH3:23]. The yield is 0.830. (5) The reactants are [Br:1][C:2]1[CH:7]=[CH:6][C:5]([C:8]([CH:10]2[CH2:12][CH2:11]2)=[O:9])=[CH:4][CH:3]=1.C[Si]([C:17]([F:20])([F:19])[F:18])(C)C.[F-].C([N+](CCCC)(CCCC)CCCC)CCC. The catalyst is O1CCCC1. The product is [Br:1][C:2]1[CH:3]=[CH:4][C:5]([C:8]([CH:10]2[CH2:11][CH2:12]2)([OH:9])[C:17]([F:20])([F:19])[F:18])=[CH:6][CH:7]=1. The yield is 0.970.